From a dataset of Forward reaction prediction with 1.9M reactions from USPTO patents (1976-2016). Predict the product of the given reaction. (1) The product is: [Cl:24][C:21]1[CH:20]=[CH:19][C:18]([C@@H:7]([C:8]2[CH:17]=[CH:16][C:11]([C:12]([O:14][CH3:15])=[O:13])=[CH:10][CH:9]=2)[N:1]2[CH2:4][CH:3]([OH:5])[CH2:2]2)=[CH:23][CH:22]=1. Given the reactants [NH:1]1[CH2:4][CH:3]([OH:5])[CH2:2]1.N[C@@H:7]([C:18]1[CH:23]=[CH:22][C:21]([Cl:24])=[CH:20][CH:19]=1)[C:8]1[CH:17]=[CH:16][C:11]([C:12]([O:14][CH3:15])=[O:13])=[CH:10][CH:9]=1.C(=O)([O-])O.[Na+].C(C1OC1)Br, predict the reaction product. (2) Given the reactants [Cl:1][CH2:2][CH2:3][CH2:4][C:5](=O)[CH2:6][CH2:7][CH:8]=[CH2:9].[C:11]([N+:15]#[C-])([CH3:14])([CH3:13])[CH3:12].[C:17]([O-:20])(=O)[CH3:18].[NH4+:21].FC(F)(F)[CH2:24][OH:25], predict the reaction product. The product is: [C:17]([NH:21][C:5]([CH2:4][CH2:3][CH2:2][Cl:1])([CH2:6][CH2:7][CH:8]=[CH2:9])[C:24]([NH:15][C:11]([CH3:14])([CH3:13])[CH3:12])=[O:25])(=[O:20])[CH3:18].